This data is from Forward reaction prediction with 1.9M reactions from USPTO patents (1976-2016). The task is: Predict the product of the given reaction. (1) Given the reactants [Br:1][C:2]1[C:3]([F:22])=[CH:4][C:5]2[CH:11]3[CH2:12][CH:9]([CH2:10]3)[N:8]3[C:13](C=O)=[C:14]([C:16]([NH2:18])=[O:17])[N:15]=[C:7]3[C:6]=2[CH:21]=1.[C:23]([O-:26])(=O)[CH3:24].[NH4+].[C:28]([BH3-])#[N:29].[Na+].N.[CH2:33](O)[CH3:34], predict the reaction product. The product is: [Br:1][C:2]1[C:3]([F:22])=[CH:4][C:5]2[CH:11]3[CH2:12][CH:9]([CH2:10]3)[N:8]3[C:13]([CH2:28][NH:29][C:23]([CH:24]4[CH2:34][CH2:33]4)=[O:26])=[C:14]([C:16]([NH2:18])=[O:17])[N:15]=[C:7]3[C:6]=2[CH:21]=1. (2) Given the reactants CS[C:3]1[S:4]/[C:5](=[CH:9]\[C:10]2[CH:11]=[C:12]3[C:17](=[CH:18][CH:19]=2)[N:16]=[CH:15][CH:14]=[CH:13]3)/[C:6](=[O:8])[N:7]=1.[S:20]1[CH:24]=[CH:23][CH:22]=[C:21]1[CH2:25][NH2:26].C(N(C(C)C)CC)(C)C, predict the reaction product. The product is: [S:20]1[CH:24]=[CH:23][CH:22]=[C:21]1[CH2:25][NH:26][C:3]1[S:4]/[C:5](=[CH:9]\[C:10]2[CH:11]=[C:12]3[C:17](=[CH:18][CH:19]=2)[N:16]=[CH:15][CH:14]=[CH:13]3)/[C:6](=[O:8])[N:7]=1. (3) Given the reactants [CH2:1]([C@@:4]1(C2C=CC=CC=2)[O:9][C:8](=[O:10])[N:7]([C@H:11]([C:13]2[CH:18]=[CH:17][C:16](Br)=[CH:15][CH:14]=2)[CH3:12])[CH2:6][CH2:5]1)[CH:2]=[CH2:3].[C:26]1(B(O)O)[CH:31]=[CH:30][CH:29]=[CH:28][CH:27]=1, predict the reaction product. The product is: [C:16]1([C:26]2[CH:31]=[CH:30][CH:29]=[CH:28][CH:27]=2)[CH:15]=[CH:14][C:13]([C@@H:11]([N:7]2[CH2:6][CH2:5][C@:4]([CH2:1][CH2:4][OH:9])([C:1]3[CH:2]=[CH:3][CH:13]=[CH:11][CH:12]=3)[O:9][C:8]2=[O:10])[CH3:12])=[CH:18][CH:17]=1. (4) The product is: [NH:23]1[CH:27]=[N:26][C:3]([CH2:9][C:10]2[CH:15]=[CH:14][C:13]([C:16]#[N:17])=[CH:12][CH:11]=2)=[N:24]1. Given the reactants C1C(C#N)=CC=[C:3]([CH:9](N2N=CN=C2)[C:10]2[CH:11]=[CH:12][C:13]([C:16]#[N:17])=[CH:14][CH:15]=2)C=1.[NH:23]1[CH:27]=[N:26]C=[N:24]1, predict the reaction product. (5) Given the reactants [CH2:1]([NH:3][C:4](=[O:11])[NH:5]OCC(O)=O)[CH3:2].[NH2:12][C@@H:13]([CH2:37][C:38]1[O:39][CH:40]=[CH:41][CH:42]=1)[C:14]([N:16]([C@@H:28]([CH3:36])[CH:29]([O:33][CH2:34][CH3:35])[O:30][CH2:31][CH3:32])[CH2:17][C:18]1[C:27]2[C:22](=[CH:23][CH:24]=[CH:25][CH:26]=2)[CH:21]=[CH:20][CH:19]=1)=[O:15], predict the reaction product. The product is: [CH2:31]([O:30][CH:29]([O:33][CH2:34][CH3:35])[C@@H:28]([N:16]([CH2:17][C:18]1[C:27]2[C:22](=[CH:23][CH:24]=[CH:25][CH:26]=2)[CH:21]=[CH:20][CH:19]=1)[C:14](=[O:15])[C@@H:13]([NH:12][C:29](=[O:30])[CH2:28][N:16]([CH3:14])[NH:5][C:4]([NH:3][CH2:1][CH3:2])=[O:11])[CH2:37][C:38]1[O:39][CH:40]=[CH:41][CH:42]=1)[CH3:36])[CH3:32]. (6) Given the reactants FC(F)(F)S(O[C:7]1[C:11]2[CH2:12][N:13]([C:16](=[O:25])[NH:17][C:18]3[CH:23]=[CH:22][CH:21]=[C:20]([Cl:24])[CH:19]=3)[CH2:14][CH2:15][C:10]=2[NH:9][N:8]=1)(=O)=O.B(O)(O)[C:29]1[CH:30]=[CH:31][C:32]([CH3:35])=[CH:33][CH:34]=1.[O-]P([O-])([O-])=O.[K+].[K+].[K+].O, predict the reaction product. The product is: [Cl:24][C:20]1[CH:19]=[C:18]([NH:17][C:16]([N:13]2[CH2:14][CH2:15][C:10]3[NH:9][N:8]=[C:7]([C:29]4[CH:34]=[CH:33][C:32]([CH3:35])=[CH:31][CH:30]=4)[C:11]=3[CH2:12]2)=[O:25])[CH:23]=[CH:22][CH:21]=1.